This data is from Full USPTO retrosynthesis dataset with 1.9M reactions from patents (1976-2016). The task is: Predict the reactants needed to synthesize the given product. (1) Given the product [NH2:25][CH:16]1[CH:17]([CH3:19])[CH2:18][N:13]([CH2:6][C:7]2[CH:12]=[CH:11][CH:10]=[CH:9][CH:8]=2)[CH2:14][C:15]1([CH3:23])[CH2:21][CH3:22], predict the reactants needed to synthesize it. The reactants are: C([O-])(=O)C.[NH4+].[CH2:6]([N:13]1[CH2:18][CH:17]([CH3:19])[C:16](=O)[C:15]([CH3:23])([CH2:21][CH3:22])[CH2:14]1)[C:7]1[CH:12]=[CH:11][CH:10]=[CH:9][CH:8]=1.C([BH3-])#[N:25].[Na+]. (2) Given the product [NH2:25][C:23]1[CH:22]=[CH:21][C:3]([CH2:4][C:5]2[CH:10]=[CH:9][N:8]=[C:7]3[CH:11]=[C:12]([C:14]([C:16]4[O:17][CH:18]=[CH:19][CH:20]=4)=[O:15])[S:13][C:6]=23)=[C:2]([F:1])[CH:24]=1, predict the reactants needed to synthesize it. The reactants are: [F:1][C:2]1[CH:24]=[C:23]([N+:25]([O-])=O)[CH:22]=[CH:21][C:3]=1[CH2:4][C:5]1[CH:10]=[CH:9][N:8]=[C:7]2[CH:11]=[C:12]([C:14]([C:16]3[O:17][CH:18]=[CH:19][CH:20]=3)=[O:15])[S:13][C:6]=12. (3) Given the product [F:26][C:25]([F:28])([F:27])[C:22]1[CH:21]=[C:20]2[C:19](=[CH:24][CH:23]=1)[CH:14]1[O:13][CH:17]2[CH:16]=[CH:15]1, predict the reactants needed to synthesize it. The reactants are: C([Li])CCC.C(NC(C)C)(C)C.[O:13]1[CH:17]=[CH:16][CH:15]=[CH:14]1.Br[C:19]1[CH:24]=[CH:23][C:22]([C:25]([F:28])([F:27])[F:26])=[CH:21][CH:20]=1.